Task: Predict the product of the given reaction.. Dataset: Forward reaction prediction with 1.9M reactions from USPTO patents (1976-2016) (1) Given the reactants Cl[S:2]([C:5]1[CH:9]=[C:8]([C:10]2[CH:15]=[CH:14][CH:13]=[CH:12][CH:11]=2)[S:7][C:6]=1[C:16](OC)=O)(=[O:4])=[O:3].[CH3:20][O:21][C:22]([O:25][NH2:26])([CH3:24])[CH3:23].ON1C2C=CC=C[C:31]=2N=N1.Cl.C(N=C=N[CH2:43][CH2:44][CH2:45][N:46](C)C)C.CN(C)[CH:51]=[O:52], predict the reaction product. The product is: [CH3:20][O:21][C:22]([O:25][NH:26][C:51](=[O:52])[CH:45]([N:46]1[CH2:16][C:6]2[S:7][C:8]([C:10]3[CH:11]=[CH:12][CH:13]=[CH:14][CH:15]=3)=[CH:9][C:5]=2[S:2]1(=[O:3])=[O:4])[CH:44]([CH3:31])[CH3:43])([CH3:24])[CH3:23]. (2) Given the reactants [N:1]1([CH2:7][CH2:8][O:9][C:10]2[CH:30]=[CH:29][C:13]3[N:14]4[CH:19]=[C:18]([C:20]5[CH:25]=[CH:24][C:23]([N+:26]([O-])=O)=[CH:22][CH:21]=5)[N:17]=[C:15]4[S:16][C:12]=3[CH:11]=2)[CH2:6][CH2:5][O:4][CH2:3][CH2:2]1.CO.[H][H], predict the reaction product. The product is: [N:1]1([CH2:7][CH2:8][O:9][C:10]2[CH:30]=[CH:29][C:13]3[N:14]4[CH:19]=[C:18]([C:20]5[CH:21]=[CH:22][C:23]([NH2:26])=[CH:24][CH:25]=5)[N:17]=[C:15]4[S:16][C:12]=3[CH:11]=2)[CH2:2][CH2:3][O:4][CH2:5][CH2:6]1. (3) Given the reactants [F:1][C:2]1[CH:3]=[C:4]([C:8]2([CH2:14][CH2:15][N:16]3[C@H:21]4[CH2:22][CH2:23][C@@H:17]3[CH2:18][CH:19]([N:24]3[C:28]5[CH:29]=[CH:30][CH:31]=[CH:32][C:27]=5[N:26]=[C:25]3[CH3:33])[CH2:20]4)[CH2:13][CH2:12][NH:11][CH2:10][CH2:9]2)[CH:5]=[CH:6][CH:7]=1.[Cl:34][C:35]1[CH:43]=[C:42]([F:44])[C:41]([S:45]([NH:48][CH:49]([CH3:51])[CH3:50])(=[O:47])=[O:46])=[CH:40][C:36]=1[C:37](O)=[O:38].CN(C(ON1N=NC2C=CC=NC1=2)=[N+](C)C)C.F[P-](F)(F)(F)(F)F, predict the reaction product. The product is: [Cl:34][C:35]1[C:36]([C:37]([N:11]2[CH2:10][CH2:9][C:8]([C:4]3[CH:5]=[CH:6][CH:7]=[C:2]([F:1])[CH:3]=3)([CH2:14][CH2:15][N:16]3[C@H:21]4[CH2:22][CH2:23][C@@H:17]3[CH2:18][CH:19]([N:24]3[C:28]5[CH:29]=[CH:30][CH:31]=[CH:32][C:27]=5[N:26]=[C:25]3[CH3:33])[CH2:20]4)[CH2:13][CH2:12]2)=[O:38])=[CH:40][C:41]([S:45]([NH:48][CH:49]([CH3:50])[CH3:51])(=[O:46])=[O:47])=[C:42]([F:44])[CH:43]=1. (4) Given the reactants C(OC([N:8]1[CH2:12][C@@H:11]([CH2:13][N:14]([CH:31]([CH3:33])[CH3:32])[C:15](=[O:30])[C:16]2[CH:21]=[CH:20][C:19]([O:22][CH3:23])=[C:18]([O:24][CH2:25][CH2:26][CH2:27][O:28][CH3:29])[CH:17]=2)[C@H:10]([OH:34])[CH2:9]1)=O)(C)(C)C.Cl[CH2:36][C:37]1[O:41][N:40]=[C:39]([C:42]2[CH:47]=[CH:46][C:45]([O:48][CH3:49])=[CH:44][CH:43]=2)[CH:38]=1.CC#N.O.CC#N, predict the reaction product. The product is: [CH:31]([N:14]([CH2:13][C@H:11]1[C@H:10]([O:34][CH2:36][C:37]2[O:41][N:40]=[C:39]([C:42]3[CH:47]=[CH:46][C:45]([O:48][CH3:49])=[CH:44][CH:43]=3)[CH:38]=2)[CH2:9][NH:8][CH2:12]1)[C:15](=[O:30])[C:16]1[CH:21]=[CH:20][C:19]([O:22][CH3:23])=[C:18]([O:24][CH2:25][CH2:26][CH2:27][O:28][CH3:29])[CH:17]=1)([CH3:33])[CH3:32]. (5) Given the reactants [F:1][C:2]1[CH:3]=[C:4]([S:9](Cl)(=[O:11])=[O:10])[CH:5]=[C:6]([F:8])[CH:7]=1.Cl.Cl.[CH2:15]([O:17][C:18]([N:20]1[C:24]([NH:25][C:26](=[O:43])[C:27]2[CH:32]=[CH:31][C:30]([N:33]3[CH2:38][CH2:37][N:36]([CH3:39])[CH2:35][CH2:34]3)=[CH:29][C:28]=2[N+:40]([O-:42])=[O:41])=[C:23]2[CH2:44][NH:45][C:46]([CH3:48])([CH3:47])[C:22]2=[N:21]1)=[O:19])[CH3:16].C(N(CC)C(C)C)(C)C, predict the reaction product. The product is: [CH2:15]([O:17][C:18]([N:20]1[C:24]([NH:25][C:26](=[O:43])[C:27]2[CH:32]=[CH:31][C:30]([N:33]3[CH2:38][CH2:37][N:36]([CH3:39])[CH2:35][CH2:34]3)=[CH:29][C:28]=2[N+:40]([O-:42])=[O:41])=[C:23]2[CH2:44][N:45]([S:9]([C:4]3[CH:3]=[C:2]([F:1])[CH:7]=[C:6]([F:8])[CH:5]=3)(=[O:11])=[O:10])[C:46]([CH3:47])([CH3:48])[C:22]2=[N:21]1)=[O:19])[CH3:16]. (6) The product is: [N+:1]([C:4]1[CH:5]=[C:6]([CH:20]=[CH:21][CH:22]=1)[CH2:7][NH:8][S:9]([NH:12][CH2:13][CH3:23])(=[O:11])=[O:10])([O-:3])=[O:2]. Given the reactants [N+:1]([C:4]1[CH:5]=[C:6]([CH:20]=[CH:21][CH:22]=1)[CH2:7][NH:8][S:9]([NH:12][C:13](=O)OC(C)(C)C)(=[O:11])=[O:10])([O-:3])=[O:2].[C:23]1(P(C2C=CC=CC=2)C2C=CC=CC=2)C=CC=CC=1.N(C(OC(C)C)=O)=NC(OC(C)C)=O, predict the reaction product. (7) Given the reactants [CH3:1][S:2]([N:5]1[CH2:10][CH:9]=[C:8]([C:11]2[CH:16]=[CH:15][C:14]([O:17][CH2:18][CH:19]3[CH2:24][CH2:23][NH:22][CH2:21][CH2:20]3)=[CH:13][N:12]=2)[CH2:7][CH2:6]1)(=[O:4])=[O:3].C[CH:26]1[CH:28]([CH3:29])[O:27]1.[CH3:30]O, predict the reaction product. The product is: [CH3:1][S:2]([N:5]1[CH2:6][CH:7]=[C:8]([C:11]2[CH:16]=[CH:15][C:14]([O:17][CH2:18][CH:19]3[CH2:24][CH2:23][N:22]([CH2:26][C:28]([CH3:29])([OH:27])[CH3:30])[CH2:21][CH2:20]3)=[CH:13][N:12]=2)[CH2:9][CH2:10]1)(=[O:3])=[O:4].